From a dataset of Catalyst prediction with 721,799 reactions and 888 catalyst types from USPTO. Predict which catalyst facilitates the given reaction. (1) Reactant: [CH2:1]1[C:7]2[CH:8]=[CH:9][CH:10]=[CH:11][C:6]=2[CH2:5][CH2:4][CH2:3][N:2]1[C:12]1[CH:21]=[C:20]([NH2:22])[C:19]2[C:14](=[CH:15][CH:16]=[CH:17][CH:18]=2)[N:13]=1.N12CCCN=C1CCCCC2.[Cl:34][CH2:35][C:36](Cl)=[O:37]. The catalyst class is: 13. Product: [Cl:34][CH2:35][C:36]([NH:22][C:20]1[C:19]2[C:14](=[CH:15][CH:16]=[CH:17][CH:18]=2)[N:13]=[C:12]([N:2]2[CH2:3][CH2:4][CH2:5][C:6]3[CH:11]=[CH:10][CH:9]=[CH:8][C:7]=3[CH2:1]2)[CH:21]=1)=[O:37]. (2) Reactant: [Cl:1][C:2]1[CH:7]=[CH:6][C:5]([C@@H:8]([NH:12][C:13]([C:15]2([NH:30]C(=O)OC(C)(C)C)[CH2:20][CH2:19][N:18]([C:21]3[C:22]4[CH:29]=[CH:28][NH:27][C:23]=4[N:24]=[CH:25][N:26]=3)[CH2:17][CH2:16]2)=[O:14])[CH2:9][CH2:10][OH:11])=[CH:4][CH:3]=1.Cl. Product: [NH2:30][C:15]1([C:13]([NH:12][C@H:8]([C:5]2[CH:4]=[CH:3][C:2]([Cl:1])=[CH:7][CH:6]=2)[CH2:9][CH2:10][OH:11])=[O:14])[CH2:16][CH2:17][N:18]([C:21]2[C:22]3[CH:29]=[CH:28][NH:27][C:23]=3[N:24]=[CH:25][N:26]=2)[CH2:19][CH2:20]1. The catalyst class is: 12.